From a dataset of CYP3A4 inhibition data for predicting drug metabolism from PubChem BioAssay. Regression/Classification. Given a drug SMILES string, predict its absorption, distribution, metabolism, or excretion properties. Task type varies by dataset: regression for continuous measurements (e.g., permeability, clearance, half-life) or binary classification for categorical outcomes (e.g., BBB penetration, CYP inhibition). Dataset: cyp3a4_veith. (1) The compound is CC(=O)NCCC(=O)Nc1sc2c(c1-c1nc3ccccc3[nH]1)CCCC2. The result is 1 (inhibitor). (2) The molecule is COc1cccc(C2=NOC(C(=O)NCCN3CCOCC3)C2)c1. The result is 0 (non-inhibitor). (3) The result is 1 (inhibitor). The compound is O=c1ccc(NS(=O)(=O)c2ccc(Cl)cc2)cn1Cc1ccc(Cl)c(Cl)c1. (4) The compound is Nc1nc(Cl)cc(N2CCC(c3cc(-c4ccc(Cl)cc4Cl)n[nH]3)CC2)n1. The result is 1 (inhibitor). (5) The drug is CCc1c(C)nc2c(C#N)c(C)[nH]n2c1=O. The result is 0 (non-inhibitor). (6) The molecule is COc1cccc(-c2nccc(NCc3cccs3)n2)c1. The result is 1 (inhibitor).